Dataset: Catalyst prediction with 721,799 reactions and 888 catalyst types from USPTO. Task: Predict which catalyst facilitates the given reaction. Reactant: [F:1][C:2]([F:18])([F:17])[C:3]1[CH:4]=[C:5]([CH2:13][C:14]([OH:16])=O)[CH:6]=[C:7]([C:9]([F:12])([F:11])[F:10])[CH:8]=1.[CH3:19][O:20][C:21]1[CH:22]=[C:23]([NH2:33])[CH:24]=[CH:25][C:26]=1[N:27]1[CH:31]=[C:30]([CH3:32])[N:29]=[CH:28]1.CN(C(ON1N=NC2C=CC=CC1=2)=[N+](C)C)C.[B-](F)(F)(F)F.C(OCC)(=O)C. Product: [F:18][C:2]([F:1])([F:17])[C:3]1[CH:4]=[C:5]([CH2:13][C:14]([NH:33][C:23]2[CH:24]=[CH:25][C:26]([N:27]3[CH:31]=[C:30]([CH3:32])[N:29]=[CH:28]3)=[C:21]([O:20][CH3:19])[CH:22]=2)=[O:16])[CH:6]=[C:7]([C:9]([F:10])([F:12])[F:11])[CH:8]=1. The catalyst class is: 37.